This data is from Catalyst prediction with 721,799 reactions and 888 catalyst types from USPTO. The task is: Predict which catalyst facilitates the given reaction. Reactant: C[Si](C)(C)N[Si](C)(C)C.[CH2:10]([O:17][C:18]1[CH:23]=[CH:22][C:21]([C:24](=O)[CH3:25])=[CH:20][CH:19]=1)[C:11]1[CH:16]=[CH:15][CH:14]=[CH:13][CH:12]=1.[C:27](#[N:31])[CH2:28][C:29]#[N:30]. Product: [CH2:10]([O:17][C:18]1[CH:19]=[CH:20][C:21]([C:24](=[C:28]([C:27]#[N:31])[C:29]#[N:30])[CH3:25])=[CH:22][CH:23]=1)[C:11]1[CH:12]=[CH:13][CH:14]=[CH:15][CH:16]=1. The catalyst class is: 15.